From a dataset of Reaction yield outcomes from USPTO patents with 853,638 reactions. Predict the reaction yield, written as a fraction of the theoretical maximum amount of product (1.0 means a 100% yield; for example, 0.34 means a 34% yield). The product is [Br:6][C:7]1[C:15]([N+:19]([O-:21])=[O:20])=[CH:14][C:10]([C:11]([OH:13])=[O:12])=[CH:9][C:8]=1[C:16]([OH:18])=[O:17]. The reactants are OS(O)(=O)=O.[Br:6][C:7]1[CH:15]=[CH:14][C:10]([C:11]([OH:13])=[O:12])=[CH:9][C:8]=1[C:16]([OH:18])=[O:17].[N+:19]([O-])([OH:21])=[O:20]. The yield is 0.870. No catalyst specified.